Dataset: Forward reaction prediction with 1.9M reactions from USPTO patents (1976-2016). Task: Predict the product of the given reaction. (1) Given the reactants F[C:2]1[CH:9]=[C:8]([N+:10]([O-:12])=[O:11])[CH:7]=[CH:6][C:3]=1[C:4]#[N:5].[NH:13]1[CH:17]=[CH:16][N:15]=[C:14]1[CH:18]=[O:19].CS(C)=O.C(=O)([O-])[O-].[K+].[K+], predict the reaction product. The product is: [CH:18]([C:14]1[N:13]([C:2]2[CH:9]=[C:8]([N+:10]([O-:12])=[O:11])[CH:7]=[CH:6][C:3]=2[C:4]#[N:5])[CH:17]=[CH:16][N:15]=1)=[O:19]. (2) Given the reactants [NH2:1][CH2:2][CH:3]1[O:7][C:6](=[O:8])[N:5]([C:9]2[CH:14]=[CH:13][C:12]([N:15]3[CH:19]=[C:18]([CH2:20][N:21]4[CH:25]=[CH:24][N:23]=[CH:22]4)[N:17]=[CH:16]3)=[C:11]([F:26])[CH:10]=2)[CH2:4]1.C(N(CC)CC)C.Cl[C:35]([O:37][CH3:38])=[O:36].O, predict the reaction product. The product is: [F:26][C:11]1[CH:10]=[C:9]([N:5]2[CH2:4][CH:3]([CH2:2][NH:1][C:35](=[O:36])[O:37][CH3:38])[O:7][C:6]2=[O:8])[CH:14]=[CH:13][C:12]=1[N:15]1[CH:19]=[C:18]([CH2:20][N:21]2[CH:25]=[CH:24][N:23]=[CH:22]2)[N:17]=[CH:16]1.